The task is: Predict the reactants needed to synthesize the given product.. This data is from Full USPTO retrosynthesis dataset with 1.9M reactions from patents (1976-2016). The reactants are: [N-:1]=[N+:2]=[N-:3].[Na+].[CH:5](OCC)(OCC)OCC.[CH3:15][C:16]1[CH:21]=[C:20]([NH2:22])[N:19]=[CH:18][C:17]=1[CH2:23][C:24]([O:26][CH2:27][CH3:28])=[O:25]. Given the product [CH3:15][C:16]1[CH:21]=[C:20]([N:22]2[CH:5]=[N:3][N:2]=[N:1]2)[N:19]=[CH:18][C:17]=1[CH2:23][C:24]([O:26][CH2:27][CH3:28])=[O:25], predict the reactants needed to synthesize it.